This data is from Peptide-MHC class I binding affinity with 185,985 pairs from IEDB/IMGT. The task is: Regression. Given a peptide amino acid sequence and an MHC pseudo amino acid sequence, predict their binding affinity value. This is MHC class I binding data. (1) The peptide sequence is RTEAKSALK. The MHC is HLA-A11:01 with pseudo-sequence HLA-A11:01. The binding affinity (normalized) is 0.521. (2) The peptide sequence is SAYLISIFMH. The MHC is HLA-A31:01 with pseudo-sequence HLA-A31:01. The binding affinity (normalized) is 0.400. (3) The peptide sequence is RIRSERPAF. The MHC is HLA-A02:01 with pseudo-sequence HLA-A02:01. The binding affinity (normalized) is 0.0847. (4) The peptide sequence is QPFLQPQL. The MHC is HLA-B35:01 with pseudo-sequence HLA-B35:01. The binding affinity (normalized) is 0. (5) The peptide sequence is RMAILGETAW. The MHC is HLA-B15:01 with pseudo-sequence HLA-B15:01. The binding affinity (normalized) is 0.488. (6) The peptide sequence is ERYLKDQQL. The MHC is HLA-B08:01 with pseudo-sequence HLA-B08:01. The binding affinity (normalized) is 0.570. (7) The peptide sequence is MTIREFPRK. The MHC is HLA-A68:01 with pseudo-sequence HLA-A68:01. The binding affinity (normalized) is 0.831. (8) The peptide sequence is LQYAIRSVF. The MHC is HLA-B46:01 with pseudo-sequence HLA-B46:01. The binding affinity (normalized) is 0.300. (9) The peptide sequence is CIAVGLVTLY. The MHC is HLA-A01:01 with pseudo-sequence HLA-A01:01. The binding affinity (normalized) is 0.382. (10) The MHC is HLA-B27:05 with pseudo-sequence HLA-B27:05. The binding affinity (normalized) is 0.0847. The peptide sequence is KTIECSKEL.